From a dataset of Forward reaction prediction with 1.9M reactions from USPTO patents (1976-2016). Predict the product of the given reaction. (1) The product is: [ClH:27].[F:1][C:2]1[C:22]([C:23]([F:26])([F:24])[F:25])=[CH:21][CH:20]=[CH:19][C:3]=1[C:4]([N:6]1[CH2:11][CH2:10][NH:9][CH2:8][CH2:7]1)=[O:5]. Given the reactants [F:1][C:2]1[C:22]([C:23]([F:26])([F:25])[F:24])=[CH:21][CH:20]=[CH:19][C:3]=1[C:4]([N:6]1[CH2:11][CH2:10][N:9](C(OC(C)(C)C)=O)[CH2:8][CH2:7]1)=[O:5].[ClH:27].O1CCOCC1, predict the reaction product. (2) Given the reactants [O:1]1[C:5]([C:6]([CH:8]2[CH2:14][CH2:13][CH2:12][C:11]3[CH:15]=[C:16]([N:19]4[CH2:23][C@H:22]([CH2:24][NH:25][C:26](=[O:28])[CH3:27])[O:21][C:20]4=[O:29])[CH:17]=[CH:18][C:10]=3[C:9]2=O)=O)=[CH:4][CH:3]=[N:2]1.O.[NH2:32][NH2:33], predict the reaction product. The product is: [O:1]1[C:5]([C:6]2[C:8]3[CH2:14][CH2:13][CH2:12][C:11]4[CH:15]=[C:16]([N:19]5[CH2:23][C@H:22]([CH2:24][NH:25][C:26](=[O:28])[CH3:27])[O:21][C:20]5=[O:29])[CH:17]=[CH:18][C:10]=4[C:9]=3[NH:33][N:32]=2)=[CH:4][CH:3]=[N:2]1. (3) Given the reactants C([Li])CCC.[O:6]1[C:11]2[CH:12]=[CH:13][C:14]([C:16]3[N:17]=[C:18]([C:21]4[CH:26]=[CH:25][CH:24]=[CH:23][CH:22]=4)[S:19][CH:20]=3)=[CH:15][C:10]=2[CH2:9][CH2:8][CH2:7]1.[C:27]([O:31][CH2:32][CH3:33])(=[O:30])[CH:28]=[O:29].C1(C)C=CC=CC=1, predict the reaction product. The product is: [O:6]1[C:11]2[CH:12]=[CH:13][C:14]([C:16]3[N:17]=[C:18]([C:21]4[CH:26]=[CH:25][CH:24]=[CH:23][CH:22]=4)[S:19][C:20]=3[CH:28]([OH:29])[C:27]([O:31][CH2:32][CH3:33])=[O:30])=[CH:15][C:10]=2[CH2:9][CH2:8][CH2:7]1. (4) Given the reactants [CH3:1][O:2][C:3]1[CH:8]=[CH:7][CH:6]=[CH:5][C:4]=1[CH:9]([C:11]1[C:20]([N+:21]([O-:23])=[O:22])=[C:19]2[C:14]([CH:15]=[CH:16][CH:17]=[N:18]2)=[CH:13][CH:12]=1)[OH:10].C1C=C[NH+]=CC=1.C1C=C[NH+]=CC=1.[O-][Cr](O[Cr]([O-])(=O)=O)(=O)=O, predict the reaction product. The product is: [CH3:1][O:2][C:3]1[CH:8]=[CH:7][CH:6]=[CH:5][C:4]=1[C:9]([C:11]1[C:20]([N+:21]([O-:23])=[O:22])=[C:19]2[C:14]([CH:15]=[CH:16][CH:17]=[N:18]2)=[CH:13][CH:12]=1)=[O:10].